Task: Predict which catalyst facilitates the given reaction.. Dataset: Catalyst prediction with 721,799 reactions and 888 catalyst types from USPTO (1) Reactant: [CH2:1]([O:8][C:9]1[C:10](=[O:16])[CH:11]=[C:12]([CH3:15])O[CH:14]=1)[C:2]1[CH:7]=[CH:6][CH:5]=[CH:4][CH:3]=1.[NH:17]1[C:21]2[CH:22]=[CH:23][CH:24]=[C:25]([NH2:26])[C:20]=2[N:19]=[CH:18]1. Product: [NH:17]1[C:21]2[CH:22]=[CH:23][CH:24]=[C:25]([N:26]3[CH:14]=[C:9]([O:8][CH2:1][C:2]4[CH:3]=[CH:4][CH:5]=[CH:6][CH:7]=4)[C:10](=[O:16])[CH:11]=[C:12]3[CH3:15])[C:20]=2[N:19]=[CH:18]1. The catalyst class is: 313. (2) Reactant: [Br-].[C:2]1(=[O:34])[N:6]([CH2:7][CH2:8][CH2:9][P+](C2C=CC=CC=2)(C2C=CC=CC=2)C2C=CC=CC=2)[C:5](=[O:29])[C:4]2=[CH:30][CH:31]=[CH:32][CH:33]=[C:3]12.[Cl:35][C:36]1[CH:37]=[C:38]([CH:41]=[CH:42][CH:43]=1)[CH:39]=O.CC(C)([O-])C.[K+].O. The catalyst class is: 7. Product: [Cl:35][C:36]1[CH:37]=[C:38](/[CH:39]=[CH:9]\[CH2:8][CH2:7][N:6]2[C:2](=[O:34])[C:3]3=[CH:33][CH:32]=[CH:31][CH:30]=[C:4]3[C:5]2=[O:29])[CH:41]=[CH:42][CH:43]=1. (3) Reactant: C(OC(=O)[NH:7][C@H:8]1[CH2:12][CH2:11][N:10]([S:13]([C:16]2[C:17](Cl)=[N:18][C:19]([Cl:22])=[CH:20][CH:21]=2)(=[O:15])=[O:14])[CH2:9]1)(C)(C)C.FC(F)(F)C(O)=O.C(=O)([O-])[O-].[Na+].[Na+]. Product: [Cl:22][C:19]1[CH:20]=[CH:21][C:16]2[S:13](=[O:15])(=[O:14])[N:10]3[CH2:9][C@H:8]([CH2:12][CH2:11]3)[NH:7][C:17]=2[N:18]=1. The catalyst class is: 4. (4) Reactant: [Cl-].O[NH3+:3].[C:4](=[O:7])([O-])[OH:5].[Na+].CS(C)=O.[CH2:13]([C:15]1[S:48][C:18]2[N:19]([CH2:33][C:34]3[CH:39]=[CH:38][C:37]([C:40]4[C:41]([C:46]#[N:47])=[CH:42][CH:43]=[CH:44][CH:45]=4)=[CH:36][CH:35]=3)[C:20](=[O:32])[N:21]([CH2:24][C:25]3([OH:31])[CH2:30][CH2:29][O:28][CH2:27][CH2:26]3)[C:22](=[O:23])[C:17]=2[CH:16]=1)[CH3:14]. Product: [CH2:13]([C:15]1[S:48][C:18]2[N:19]([CH2:33][C:34]3[CH:39]=[CH:38][C:37]([C:40]4[CH:45]=[CH:44][CH:43]=[CH:42][C:41]=4[C:46]4[NH:3][C:4](=[O:7])[O:5][N:47]=4)=[CH:36][CH:35]=3)[C:20](=[O:32])[N:21]([CH2:24][C:25]3([OH:31])[CH2:26][CH2:27][O:28][CH2:29][CH2:30]3)[C:22](=[O:23])[C:17]=2[CH:16]=1)[CH3:14]. The catalyst class is: 22.